Dataset: Forward reaction prediction with 1.9M reactions from USPTO patents (1976-2016). Task: Predict the product of the given reaction. (1) Given the reactants [Br:1][C:2]1[C:3]([C:13]([F:16])([F:15])[F:14])=[N:4][CH:5]=[C:6](/[CH:8]=[CH:9]/OCC)[CH:7]=1.O.Cl.[CH3:19][NH:20][CH3:21].C(O[BH-](OC(=O)C)OC(=O)C)(=O)C.[Na+], predict the reaction product. The product is: [Br:1][C:2]1[CH:7]=[C:6]([CH2:8][CH2:9][N:20]([CH3:21])[CH3:19])[CH:5]=[N:4][C:3]=1[C:13]([F:16])([F:15])[F:14]. (2) Given the reactants [Cl:1][C:2]1[CH:7]=[CH:6][C:5]([C:8]2([CH2:11][OH:12])[CH2:10][CH2:9]2)=[CH:4][CH:3]=1.[Cl:13][C:14]1[C:19]([C:20]([F:23])([F:22])[F:21])=[C:18](Cl)[CH:17]=[CH:16][N:15]=1, predict the reaction product. The product is: [Cl:13][C:14]1[C:19]([C:20]([F:21])([F:22])[F:23])=[C:18]([O:12][CH2:11][C:8]2([C:5]3[CH:4]=[CH:3][C:2]([Cl:1])=[CH:7][CH:6]=3)[CH2:9][CH2:10]2)[CH:17]=[CH:16][N:15]=1. (3) Given the reactants Br[C:2]1[CH:7]=[CH:6][C:5]([NH:8][S:9]([C:12]2[S:16][C:15]3[CH:17]=[CH:18][C:19]([F:21])=[CH:20][C:14]=3[C:13]=2[CH3:22])(=[O:11])=[O:10])=[C:4]([C:23]([F:26])([F:25])[F:24])[CH:3]=1.[F:27][C:28]1[CH:33]=[C:32](B(O)O)[CH:31]=[C:30]([F:37])[N:29]=1, predict the reaction product. The product is: [F:27][C:28]1[CH:33]=[C:32]([C:2]2[CH:7]=[CH:6][C:5]([NH:8][S:9]([C:12]3[S:16][C:15]4[CH:17]=[CH:18][C:19]([F:21])=[CH:20][C:14]=4[C:13]=3[CH3:22])(=[O:10])=[O:11])=[C:4]([C:23]([F:25])([F:26])[F:24])[CH:3]=2)[CH:31]=[C:30]([F:37])[N:29]=1. (4) Given the reactants [BH4-].[Na+].[Cl:3][C:4]1[CH:9]=[CH:8][C:7]([C:10]2[CH:15]=[CH:14][CH:13]=[C:12]([CH:16]=[O:17])[CH:11]=2)=[C:6]([CH3:18])[CH:5]=1, predict the reaction product. The product is: [Cl:3][C:4]1[CH:9]=[CH:8][C:7]([C:10]2[CH:15]=[CH:14][CH:13]=[C:12]([CH2:16][OH:17])[CH:11]=2)=[C:6]([CH3:18])[CH:5]=1. (5) Given the reactants [F:1][C:2]1[CH:7]=[CH:6][C:5]([S:8]([NH:11][C:12]2[CH:17]=[C:16]([N+:18]([O-:20])=[O:19])[CH:15]=[CH:14][C:13]=2F)(=[O:10])=[O:9])=[CH:4][CH:3]=1.C(=O)([O-])[O-].[K+].[K+].[CH2:28]1[O:30][C@H:29]1[CH2:31][OH:32], predict the reaction product. The product is: [F:1][C:2]1[CH:7]=[CH:6][C:5]([S:8]([N:11]2[CH2:28][C@H:29]([CH2:31][OH:32])[O:30][C:13]3[CH:14]=[CH:15][C:16]([N+:18]([O-:20])=[O:19])=[CH:17][C:12]2=3)(=[O:10])=[O:9])=[CH:4][CH:3]=1.